From a dataset of Forward reaction prediction with 1.9M reactions from USPTO patents (1976-2016). Predict the product of the given reaction. Given the reactants [H-].[Na+].[CH2:3]([O:5][C:6]([PH:11](=[O:15])[O:12][CH2:13][CH3:14])([O:8][CH2:9][CH3:10])[CH3:7])[CH3:4].Cl[CH2:17][F:18], predict the reaction product. The product is: [F:18][CH2:17][P:11]([C:6]([O:5][CH2:3][CH3:4])([O:8][CH2:9][CH3:10])[CH3:7])(=[O:15])[O:12][CH2:13][CH3:14].